This data is from Forward reaction prediction with 1.9M reactions from USPTO patents (1976-2016). The task is: Predict the product of the given reaction. Given the reactants [Cl:1][C:2]1[N:3]=[C:4]([C:9]([NH:11][C@H:12]2[CH2:17][CH2:16][N:15]([C:18]3[O:19][C:20]([CH2:30][CH3:31])=[C:21]([C:23]([O:25]CCCC)=[O:24])[N:22]=3)[CH2:14][C@H:13]2[O:32][CH2:33][CH2:34][CH3:35])=[O:10])[NH:5][C:6]=1[CH2:7][CH3:8].[OH-].[Li+].CO, predict the reaction product. The product is: [Cl:1][C:2]1[N:3]=[C:4]([C:9]([NH:11][C@H:12]2[CH2:17][CH2:16][N:15]([C:18]3[O:19][C:20]([CH2:30][CH3:31])=[C:21]([C:23]([OH:25])=[O:24])[N:22]=3)[CH2:14][C@H:13]2[O:32][CH2:33][CH2:34][CH3:35])=[O:10])[NH:5][C:6]=1[CH2:7][CH3:8].